Dataset: Forward reaction prediction with 1.9M reactions from USPTO patents (1976-2016). Task: Predict the product of the given reaction. (1) Given the reactants [NH2:1][OH:2].[Br:3][C:4]1[CH:5]=[C:6]([CH:9]=[C:10]([Br:13])[C:11]=1[OH:12])[C:7]#[N:8], predict the reaction product. The product is: [Br:3][C:4]1[CH:5]=[C:6]([CH:9]=[C:10]([Br:13])[C:11]=1[OH:12])[C:7](=[N:1][OH:2])[NH2:8]. (2) Given the reactants [F:1][C:2]1[CH:3]=[C:4]([C:8]2[C@:9]3([CH2:25][CH2:24][C@H:23]4[C@@H:14]([CH2:15][CH2:16][C:17]5[CH:18]=[C:19]([C:26]([OH:28])=O)[CH:20]=[CH:21][C:22]=54)[C@@H:11]3[CH2:12][CH:13]=2)[CH3:10])[CH:5]=[N:6][CH:7]=1.[NH2:29][CH2:30][C@H:31]([OH:34])[CH2:32][OH:33], predict the reaction product. The product is: [OH:34][C@H:31]([CH2:32][OH:33])[CH2:30][NH:29][C:26]([C:19]1[CH:20]=[CH:21][C:22]2[C@@H:23]3[C@H:14]([C@H:11]4[C@@:9]([CH2:25][CH2:24]3)([CH3:10])[C:8]([C:4]3[CH:5]=[N:6][CH:7]=[C:2]([F:1])[CH:3]=3)=[CH:13][CH2:12]4)[CH2:15][CH2:16][C:17]=2[CH:18]=1)=[O:28]. (3) Given the reactants [NH:1]1[CH:5]=[CH:4][CH:3]=[N:2]1.Br[C:7]1[CH:12]=[CH:11][CH:10]=[C:9]([O:13][CH3:14])[CH:8]=1, predict the reaction product. The product is: [CH3:14][O:13][C:9]1[CH:8]=[C:7]([N:1]2[CH:5]=[CH:4][CH:3]=[N:2]2)[CH:12]=[CH:11][CH:10]=1.